This data is from NCI-60 drug combinations with 297,098 pairs across 59 cell lines. The task is: Regression. Given two drug SMILES strings and cell line genomic features, predict the synergy score measuring deviation from expected non-interaction effect. (1) Drug 1: C1=NC2=C(N=C(N=C2N1C3C(C(C(O3)CO)O)F)Cl)N. Drug 2: CC(C)(C#N)C1=CC(=CC(=C1)CN2C=NC=N2)C(C)(C)C#N. Cell line: 786-0. Synergy scores: CSS=0.149, Synergy_ZIP=0.682, Synergy_Bliss=1.74, Synergy_Loewe=-0.609, Synergy_HSA=-0.152. (2) Drug 1: C1CC(C1)(C(=O)O)C(=O)O.[NH2-].[NH2-].[Pt+2]. Drug 2: CC1C(C(CC(O1)OC2CC(CC3=C2C(=C4C(=C3O)C(=O)C5=C(C4=O)C(=CC=C5)OC)O)(C(=O)CO)O)N)O.Cl. Cell line: K-562. Synergy scores: CSS=26.6, Synergy_ZIP=-4.62, Synergy_Bliss=-3.53, Synergy_Loewe=-19.5, Synergy_HSA=-0.708. (3) Drug 1: CC1=C(C=C(C=C1)NC(=O)C2=CC=C(C=C2)CN3CCN(CC3)C)NC4=NC=CC(=N4)C5=CN=CC=C5. Drug 2: CC(C)NC(=O)C1=CC=C(C=C1)CNNC.Cl. Cell line: HS 578T. Synergy scores: CSS=4.13, Synergy_ZIP=5.60, Synergy_Bliss=-2.67, Synergy_Loewe=-2.40, Synergy_HSA=-0.993. (4) Drug 1: C1CN(CCN1C(=O)CCBr)C(=O)CCBr. Drug 2: C(CN)CNCCSP(=O)(O)O. Cell line: HOP-62. Synergy scores: CSS=45.5, Synergy_ZIP=-4.69, Synergy_Bliss=-8.86, Synergy_Loewe=-37.7, Synergy_HSA=-9.73. (5) Drug 1: CCC1(C2=C(COC1=O)C(=O)N3CC4=CC5=C(C=CC(=C5CN(C)C)O)N=C4C3=C2)O.Cl. Drug 2: CC1CCCC2(C(O2)CC(NC(=O)CC(C(C(=O)C(C1O)C)(C)C)O)C(=CC3=CSC(=N3)C)C)C. Cell line: DU-145. Synergy scores: CSS=79.4, Synergy_ZIP=1.58, Synergy_Bliss=0.463, Synergy_Loewe=-5.06, Synergy_HSA=2.26.